Dataset: Forward reaction prediction with 1.9M reactions from USPTO patents (1976-2016). Task: Predict the product of the given reaction. (1) Given the reactants [H-].[H-].[H-].[H-].[Li+].[Al+3].C([O:9][C:10]([C@H:12]1[C@H:17]([C:18]2[CH:23]=[CH:22][C:21]([F:24])=[CH:20][CH:19]=2)[CH2:16][C:15](=O)[N:14]([CH3:26])[C:13]1=O)=O)C.C1(C)C=CC=CC=1.[OH-].[Na+], predict the reaction product. The product is: [F:24][C:21]1[CH:22]=[CH:23][C:18]([C@@H:17]2[CH2:16][CH2:15][N:14]([CH3:26])[CH2:13][C@H:12]2[CH2:10][OH:9])=[CH:19][CH:20]=1. (2) The product is: [NH2:1][C:2]1[C:11]2[N:10]=[C:9]([C:12]3[CH:13]=[CH:14][C:15]([C:18]45[CH2:23][CH2:22][C:21]([CH2:26][C:27]([OH:29])=[O:28])([CH2:20][CH2:19]4)[CH2:24][CH2:25]5)=[CH:16][CH:17]=3)[C:8]([CH3:32])([CH3:31])[O:7][C:6]=2[N:5]=[CH:4][N:3]=1. Given the reactants [NH2:1][C:2]1[C:11]2[N:10]=[C:9]([C:12]3[CH:17]=[CH:16][C:15]([C:18]45[CH2:25][CH2:24][C:21]([CH2:26][C:27]([O:29]C)=[O:28])([CH2:22][CH2:23]4)[CH2:20][CH2:19]5)=[CH:14][CH:13]=3)[C:8]([CH3:32])([CH3:31])[O:7][C:6]=2[N:5]=[CH:4][N:3]=1.[OH-].[Na+], predict the reaction product.